Dataset: Full USPTO retrosynthesis dataset with 1.9M reactions from patents (1976-2016). Task: Predict the reactants needed to synthesize the given product. (1) Given the product [Br:1][C:2]1[C:3]([CH2:20][C:21]([NH:23][N:24]([C:38]2[CH:43]=[CH:42][C:41]([O:44][CH3:45])=[CH:40][CH:39]=2)[C:25]2[C:30]([N:31]3[CH2:36][CH2:35][CH2:34][CH2:33][CH2:32]3)=[CH:29][CH:28]=[CH:27][C:26]=2[CH3:37])=[O:22])=[CH:4][C:5]([O:18][CH3:19])=[C:6]([CH:17]=1)[C:7]([N:47]([CH3:48])[CH3:46])=[O:9], predict the reactants needed to synthesize it. The reactants are: [Br:1][C:2]1[C:3]([CH2:20][C:21]([NH:23][N:24]([C:38]2[CH:43]=[CH:42][C:41]([O:44][CH3:45])=[CH:40][CH:39]=2)[C:25]2[C:30]([N:31]3[CH2:36][CH2:35][CH2:34][CH2:33][CH2:32]3)=[CH:29][CH:28]=[CH:27][C:26]=2[CH3:37])=[O:22])=[CH:4][C:5]([O:18][CH3:19])=[C:6]([CH:17]=1)[C:7]([O:9]N1C(=O)CCC1=O)=O.[CH3:46][NH:47][CH3:48]. (2) Given the product [CH2:1]([O:3][C:4]([C:6]1([C:9]2[CH:10]=[CH:11][C:12]([C:15]3[CH:20]=[CH:19][C:18]([C:21]4[S:22][C:23]([Br:39])=[CH:24][C:25]=4[NH:26][C:27]([O:29][CH:30]([C:32]4[CH:37]=[CH:36][CH:35]=[CH:34][C:33]=4[Cl:38])[CH3:31])=[O:28])=[CH:17][CH:16]=3)=[CH:13][CH:14]=2)[CH2:7][CH2:8]1)=[O:5])[CH3:2], predict the reactants needed to synthesize it. The reactants are: [CH2:1]([O:3][C:4]([C:6]1([C:9]2[CH:14]=[CH:13][C:12]([C:15]3[CH:20]=[CH:19][C:18]([C:21]4[S:22][CH:23]=[CH:24][C:25]=4[NH:26][C:27]([O:29][CH:30]([C:32]4[CH:37]=[CH:36][CH:35]=[CH:34][C:33]=4[Cl:38])[CH3:31])=[O:28])=[CH:17][CH:16]=3)=[CH:11][CH:10]=2)[CH2:8][CH2:7]1)=[O:5])[CH3:2].[Br:39]N1C(=O)CCC1=O.C1(C)C=CC=CC=1.C(=O)([O-])O.[Na+]. (3) Given the product [Cl:1][C:2]1[CH:7]=[CH:6][C:5]([O:8][C:31]2[CH:30]=[CH:29][CH:28]=[C:27]([S:24]([CH2:22][CH3:23])(=[O:25])=[O:26])[CH:32]=2)=[CH:4][C:3]=1[N:9]1[C:13]2[CH:14]=[CH:15][CH:16]=[C:17]([C:18]([F:21])([F:19])[F:20])[C:12]=2[N:11]=[CH:10]1, predict the reactants needed to synthesize it. The reactants are: [Cl:1][C:2]1[CH:7]=[CH:6][C:5]([OH:8])=[CH:4][C:3]=1[N:9]1[C:13]2[CH:14]=[CH:15][CH:16]=[C:17]([C:18]([F:21])([F:20])[F:19])[C:12]=2[N:11]=[CH:10]1.[CH2:22]([S:24]([C:27]1[CH:32]=[CH:31][CH:30]=[C:29](F)[CH:28]=1)(=[O:26])=[O:25])[CH3:23]. (4) The reactants are: Br[C:2]1[CH:7]=[C:6]([CH3:8])[C:5]([NH2:9])=[C:4]([CH3:10])[CH:3]=1.[B:11]1([B:11]2[O:15][C:14]([CH3:17])([CH3:16])[C:13]([CH3:19])([CH3:18])[O:12]2)[O:15][C:14]([CH3:17])([CH3:16])[C:13]([CH3:19])([CH3:18])[O:12]1.C([O-])(=O)C.[K+]. Given the product [CH3:8][C:6]1[CH:7]=[C:2]([B:11]2[O:15][C:14]([CH3:17])([CH3:16])[C:13]([CH3:19])([CH3:18])[O:12]2)[CH:3]=[C:4]([CH3:10])[C:5]=1[NH2:9], predict the reactants needed to synthesize it. (5) Given the product [OH:1][C:16]([C:29]([O:31][CH3:32])=[O:30])([CH2:17][CH2:18][CH2:19][CH2:20][CH2:21][CH2:22][CH2:23][CH2:24][CH2:25][CH2:26][CH2:27][CH3:28])/[C:15](/[C:33]([O:35][CH3:36])=[O:34])=[CH:10]/[C:11]([O:13][CH3:14])=[O:12], predict the reactants needed to synthesize it. The reactants are: [OH:1]O.C1([Se][CH:10](/[C:15](/[C:33]([O:35][CH3:36])=[O:34])=[C:16](/[C:29]([O:31][CH3:32])=[O:30])\[CH2:17][CH2:18][CH2:19][CH2:20][CH2:21][CH2:22][CH2:23][CH2:24][CH2:25][CH2:26][CH2:27][CH3:28])[C:11]([O:13][CH3:14])=[O:12])C=CC=CC=1.N1C=CC=CC=1. (6) Given the product [Br:1][C:2]1[CH:11]=[CH:10][C:9]([O:12][CH3:13])=[C:8]2[C:3]=1[CH2:4][C@H:5]([C@@H:21]([OH:22])[C@@H:32]([N+:33]([O-:35])=[O:34])[CH2:31][C:26]1[CH:25]=[C:24]([F:23])[CH:29]=[C:28]([F:30])[CH:27]=1)[N:6]([C:14]([O:16][C:17]([CH3:19])([CH3:18])[CH3:20])=[O:15])[CH2:7]2, predict the reactants needed to synthesize it. The reactants are: [Br:1][C:2]1[CH:11]=[CH:10][C:9]([O:12][CH3:13])=[C:8]2[C:3]=1[CH2:4][C@H:5]([CH:21]=[O:22])[N:6]([C:14]([O:16][C:17]([CH3:20])([CH3:19])[CH3:18])=[O:15])[CH2:7]2.[F:23][C:24]1[CH:25]=[C:26]([CH2:31][CH2:32][N+:33]([O-:35])=[O:34])[CH:27]=[C:28]([F:30])[CH:29]=1.[F-].C([N+](CCCC)(CCCC)CCCC)CCC. (7) Given the product [CH3:3][CH:2]([N:4]1[C:8]([C:9]2[N:10]=[C:11]3[N:21]([CH:22]=2)[CH2:20][CH2:19][O:18][C:17]2[C:12]3=[CH:13][N:14]=[C:15]([N:23]3[CH2:27][CH2:26][CH2:25][CH:24]3[CH:28]=[O:29])[CH:16]=2)=[N:7][CH:6]=[N:5]1)[CH3:1], predict the reactants needed to synthesize it. The reactants are: [CH3:1][CH:2]([N:4]1[C:8]([C:9]2[N:10]=[C:11]3[N:21]([CH:22]=2)[CH2:20][CH2:19][O:18][C:17]2[C:12]3=[CH:13][N:14]=[C:15]([N:23]3[CH2:27][CH2:26][CH2:25][CH:24]3[CH2:28][OH:29])[CH:16]=2)=[N:7][CH:6]=[N:5]1)[CH3:3].IC1C=CC=CC=1C(O)=O.